From a dataset of Forward reaction prediction with 1.9M reactions from USPTO patents (1976-2016). Predict the product of the given reaction. (1) Given the reactants C([SiH](CC)CC)C.[CH3:8][S:9]([C:12]1[CH:33]=[CH:32][C:15]([O:16][C:17]2[N:22]=[CH:21][N:20]=[C:19]3[N:23](C4CCCCO4)[N:24]=[CH:25][C:18]=23)=[CH:14][CH:13]=1)(=[O:11])=[O:10].FC(F)(F)C(O)=O.C1(C)C=CC=CC=1, predict the reaction product. The product is: [CH3:8][S:9]([C:12]1[CH:33]=[CH:32][C:15]([O:16][C:17]2[N:22]=[CH:21][N:20]=[C:19]3[NH:23][N:24]=[CH:25][C:18]=23)=[CH:14][CH:13]=1)(=[O:11])=[O:10]. (2) Given the reactants C[Si]([N-][Si](C)(C)C)(C)C.[Na+].[Br-].[CH3:12][O:13][CH2:14][CH2:15][CH2:16][P+](C1C=CC=CC=1)(C1C=CC=CC=1)C1C=CC=CC=1.[Br:36][C:37]1[CH:38]=[C:39]([CH:42]=[CH:43][CH:44]=1)[CH:40]=O.[NH4+].[Cl-], predict the reaction product. The product is: [Br:36][C:37]1[CH:44]=[CH:43][CH:42]=[C:39]([CH:40]=[CH:16][CH2:15][CH2:14][O:13][CH3:12])[CH:38]=1. (3) The product is: [C:19]([C:18]([NH:17][C:8]([C:5]1[CH:4]=[C:3]([O:11][CH2:12][C:13]([F:16])([F:15])[F:14])[C:2]([Br:1])=[CH:7][N:6]=1)=[O:10])([CH3:26])[CH2:21][S:22]([CH3:25])(=[O:24])=[O:23])#[N:20]. Given the reactants [Br:1][C:2]1[C:3]([O:11][CH2:12][C:13]([F:16])([F:15])[F:14])=[CH:4][C:5]([C:8]([OH:10])=O)=[N:6][CH:7]=1.[NH2:17][C:18]([CH3:26])([CH2:21][S:22]([CH3:25])(=[O:24])=[O:23])[C:19]#[N:20], predict the reaction product. (4) Given the reactants C(N(CC)CC)C.Cl.[NH2:9][CH:10]([C:16]([O:18][CH2:19][CH3:20])=[O:17])[C:11]([O:13][CH2:14][CH3:15])=[O:12].[CH3:21][C:22]([CH3:28])([CH3:27])[CH2:23][C:24](Cl)=[O:25].O, predict the reaction product. The product is: [CH2:19]([O:18][C:16](=[O:17])[CH:10]([NH:9][C:24](=[O:25])[CH2:23][C:22]([CH3:28])([CH3:27])[CH3:21])[C:11]([O:13][CH2:14][CH3:15])=[O:12])[CH3:20]. (5) Given the reactants [CH2:1]([O:3][C:4]1[CH:5]=[C:6]([CH:12]([N:17]2[C:21](=[O:22])[C:20]3=[CH:23][C:24]([N+:27]([O-:29])=[O:28])=[CH:25][CH:26]=[C:19]3[C:18]2=[O:30])[CH2:13][C:14]([OH:16])=O)[CH:7]=[CH:8][C:9]=1[O:10][CH3:11])[CH3:2].C(N1C=CN=C1)(N1C=CN=C1)=O.Cl.[CH2:44]([O:51][NH2:52])[C:45]1[CH:50]=[CH:49][CH:48]=[CH:47][CH:46]=1, predict the reaction product. The product is: [CH2:44]([O:51][NH:52][C:14](=[O:16])[CH2:13][CH:12]([C:6]1[CH:7]=[CH:8][C:9]([O:10][CH3:11])=[C:4]([O:3][CH2:1][CH3:2])[CH:5]=1)[N:17]1[C:21](=[O:22])[C:20]2=[CH:23][C:24]([N+:27]([O-:29])=[O:28])=[CH:25][CH:26]=[C:19]2[C:18]1=[O:30])[C:45]1[CH:50]=[CH:49][CH:48]=[CH:47][CH:46]=1. (6) The product is: [Cl:1][C:2]1[CH:7]=[CH:6][C:5]([C:8]2([C:9]#[N:10])[CH2:33][CH2:32][O:31][CH2:30][CH2:29]2)=[CH:4][CH:3]=1. Given the reactants [Cl:1][C:2]1[CH:7]=[CH:6][C:5]([CH2:8][C:9]#[N:10])=[CH:4][CH:3]=1.C[Si](C)(C)N[Si](C)(C)C.[K].C1(C)C=CC=CC=1.Br[CH2:29][CH2:30][O:31][CH2:32][CH2:33]Br.[Cl-].[NH4+], predict the reaction product. (7) Given the reactants [OH-].[Na+].C(N(CC)C(=O)[O:7][C:8]1[CH:13]=[CH:12][CH:11]=[C:10]([Br:14])[C:9]=1[CH2:15][CH3:16])C, predict the reaction product. The product is: [Br:14][C:10]1[C:9]([CH2:15][CH3:16])=[C:8]([OH:7])[CH:13]=[CH:12][CH:11]=1. (8) Given the reactants [Cl:1][C:2]1[CH:36]=[CH:35][C:5]([CH2:6][CH2:7][N:8]2[CH2:13][CH2:12][N:11]([C:14]3[CH:19]=[CH:18][C:17]4[C:20]5[CH2:21][N:22](C(OC(C)(C)C)=O)[CH2:23][CH2:24][C:25]=5[O:26][C:16]=4[CH:15]=3)[C:10](=[O:34])[CH2:9]2)=[CH:4][CH:3]=1.Cl, predict the reaction product. The product is: [Cl:1][C:2]1[CH:36]=[CH:35][C:5]([CH2:6][CH2:7][N:8]2[CH2:13][CH2:12][N:11]([C:14]3[CH:19]=[CH:18][C:17]4[C:20]5[CH2:21][NH:22][CH2:23][CH2:24][C:25]=5[O:26][C:16]=4[CH:15]=3)[C:10](=[O:34])[CH2:9]2)=[CH:4][CH:3]=1. (9) Given the reactants Cl[C:2]1[C:7]([F:8])=[C:6]([F:9])[C:5]([F:10])=[C:4]([F:11])[C:3]=1[F:12].[Li]C(CC)C.[CH2:18]([O:20][Si:21]([O:34][CH2:35][CH3:36])(Cl)[C:22]1[C:27]([F:28])=[C:26]([F:29])[C:25]([F:30])=[C:24]([F:31])[C:23]=1[F:32])[CH3:19], predict the reaction product. The product is: [F:8][C:7]1[C:2]([Si:21]([C:22]2[C:23]([F:32])=[C:24]([F:31])[C:25]([F:30])=[C:26]([F:29])[C:27]=2[F:28])([O:34][CH2:35][CH3:36])[O:20][CH2:18][CH3:19])=[C:3]([F:12])[C:4]([F:11])=[C:5]([F:10])[C:6]=1[F:9].